This data is from Catalyst prediction with 721,799 reactions and 888 catalyst types from USPTO. The task is: Predict which catalyst facilitates the given reaction. (1) Reactant: [C:1](O)(C(F)(F)F)=O.[Cl:8][C:9]1[C:17]([CH3:18])=[N:16][C:15]2[N:11]([N:12]=[C:13]3[CH2:21][N:20]([C:22]([C:24]4[CH:29]=[CH:28][C:27]([F:30])=[CH:26][C:25]=4[O:31][C@@H:32]4[CH2:36][CH2:35][NH:34][CH2:33]4)=[O:23])[CH2:19][C:14]3=2)[C:10]=1[CH3:37].C=O.[BH4-].[Na+]. Product: [Cl:8][C:9]1[C:17]([CH3:18])=[N:16][C:15]2[N:11]([N:12]=[C:13]3[CH2:21][N:20]([C:22]([C:24]4[CH:29]=[CH:28][C:27]([F:30])=[CH:26][C:25]=4[O:31][C@@H:32]4[CH2:36][CH2:35][N:34]([CH3:1])[CH2:33]4)=[O:23])[CH2:19][C:14]3=2)[C:10]=1[CH3:37]. The catalyst class is: 721. (2) Reactant: [N:1]([CH:4]1[C:10](=[O:11])[NH:9][C:8]2[CH:12]=[C:13]([O:16][CH3:17])[CH:14]=[CH:15][C:7]=2[CH2:6][CH2:5]1)=[N+]=[N-]. The catalyst class is: 256. Product: [NH2:1][CH:4]1[C:10](=[O:11])[NH:9][C:8]2[CH:12]=[C:13]([O:16][CH3:17])[CH:14]=[CH:15][C:7]=2[CH2:6][CH2:5]1.